Dataset: Full USPTO retrosynthesis dataset with 1.9M reactions from patents (1976-2016). Task: Predict the reactants needed to synthesize the given product. Given the product [NH2:8][C:5]1[CH:4]=[CH:3][C:2]([F:1])=[CH:7][N+:6]=1[O-:17], predict the reactants needed to synthesize it. The reactants are: [F:1][C:2]1[CH:3]=[CH:4][C:5]([NH2:8])=[N:6][CH:7]=1.C1C=C(Cl)C=C(C(OO)=[O:17])C=1.